Dataset: Full USPTO retrosynthesis dataset with 1.9M reactions from patents (1976-2016). Task: Predict the reactants needed to synthesize the given product. (1) Given the product [CH3:13][C:3]1[CH:4]=[C:5](/[CH:9]=[CH:10]/[C:11]#[N:12])[CH:6]=[C:7]([CH3:8])[C:2]=1[B:17]1[O:18][C:19]([CH3:21])([CH3:20])[C:15]([CH3:31])([CH3:14])[O:16]1, predict the reactants needed to synthesize it. The reactants are: Br[C:2]1[C:7]([CH3:8])=[CH:6][C:5](/[CH:9]=[CH:10]/[C:11]#[N:12])=[CH:4][C:3]=1[CH3:13].[CH3:14][C:15]1([CH3:31])[C:19]([CH3:21])([CH3:20])[O:18][B:17]([B:17]2[O:18][C:19]([CH3:21])([CH3:20])[C:15]([CH3:31])([CH3:14])[O:16]2)[O:16]1.C(=O)([O-])[O-].[K+].[K+].C1(P(C2CCCCC2)C2C=CC=CC=2C2C(OC)=CC=CC=2OC)CCCCC1. (2) Given the product [CH:1]1[C:11]2=[C:12]3[C:7](=[CH:8][C:9]([C@H:13]4[C@@H:17]([C:18]5[C:26]6[C:21](=[CH:22][CH:23]=[CH:24][CH:25]=6)[NH:20][CH:19]=5)[C:16](=[O:27])[NH:15][C:14]4=[O:28])=[CH:10]2)[CH2:6][CH2:5][CH2:4][N:3]3[CH:2]=1, predict the reactants needed to synthesize it. The reactants are: [CH:1]1[C:11]2=[C:12]3[C:7](=[CH:8][C:9]([C:13]4[C:14](=[O:28])[NH:15][C:16](=[O:27])[C:17]=4[C:18]4[C:26]5[C:21](=[CH:22][CH:23]=[CH:24][CH:25]=5)[NH:20][CH:19]=4)=[CH:10]2)[CH2:6][CH2:5][CH2:4][N:3]3[CH:2]=1. (3) The reactants are: [O:1]1[CH2:6][CH2:5][CH:4]([CH2:7][C:8](Cl)=[O:9])[CH2:3][CH2:2]1.[NH4+:11].[OH-]. Given the product [O:1]1[CH2:6][CH2:5][CH:4]([CH2:7][C:8]([NH2:11])=[O:9])[CH2:3][CH2:2]1, predict the reactants needed to synthesize it.